The task is: Predict the reaction yield, written as a fraction of the theoretical maximum amount of product (1.0 means a 100% yield; for example, 0.34 means a 34% yield).. This data is from Reaction yield outcomes from USPTO patents with 853,638 reactions. (1) The reactants are C(OC(=O)[CH2:5][O:6][C@H:7]1[CH2:12][CH2:11][C@H:10]([N:13]2[C:18](=[O:19])[C:17]([CH2:20][C:21]3[CH:26]=[CH:25][C:24]([C:27]4[CH:32]=[CH:31][CH:30]=[CH:29][C:28]=4[C:33]#[N:34])=[CH:23][C:22]=3[F:35])=[C:16]([CH2:36][CH2:37][CH3:38])[N:15]3[N:39]=[CH:40][CH:41]=[C:14]23)[CH2:9][CH2:8]1)C.[CH3:43][Mg]Br.C([O:49][CH2:50][CH3:51])(=O)C. The catalyst is O1CCCC1. The product is [F:35][C:22]1[CH:23]=[C:24]([C:27]2[C:28]([C:33]#[N:34])=[CH:29][CH:30]=[CH:31][CH:32]=2)[CH:25]=[CH:26][C:21]=1[CH2:20][C:17]1[C:18](=[O:19])[N:13]([C@H:10]2[CH2:9][CH2:8][C@H:7]([O:6][CH2:5][C:50]([OH:49])([CH3:51])[CH3:43])[CH2:12][CH2:11]2)[C:14]2[N:15]([N:39]=[CH:40][CH:41]=2)[C:16]=1[CH2:36][CH2:37][CH3:38]. The yield is 0.880. (2) The reactants are Br[C:2]1[CH:11]=[CH:10][C:9]2[C:4](=[N:5][C:6](Br)=[CH:7][CH:8]=2)[N:3]=1.CC1(C)C(C)(C)OB([C:21]2[CH:22]=[C:23]([C:32]([O:34][CH2:35][CH3:36])=[O:33])[CH:24]=[C:25]([CH:31]=2)[C:26]([O:28][CH2:29][CH3:30])=[O:27])O1.[F-].[Cs+]. The yield is 0.700. The catalyst is C1C=CC([P]([Pd]([P](C2C=CC=CC=2)(C2C=CC=CC=2)C2C=CC=CC=2)([P](C2C=CC=CC=2)(C2C=CC=CC=2)C2C=CC=CC=2)[P](C2C=CC=CC=2)(C2C=CC=CC=2)C2C=CC=CC=2)(C2C=CC=CC=2)C2C=CC=CC=2)=CC=1. The product is [N:3]1[C:4]2[C:9](=[CH:8][CH:7]=[C:6]([C:21]3[CH:31]=[C:25]([C:26]([O:28][CH2:29][CH3:30])=[O:27])[CH:24]=[C:23]([CH:22]=3)[C:32]([O:34][CH2:35][CH3:36])=[O:33])[N:5]=2)[CH:10]=[CH:11][C:2]=1[C:21]1[CH:31]=[C:25]([C:26]([O:28][CH2:29][CH3:30])=[O:27])[CH:24]=[C:23]([CH:22]=1)[C:32]([O:34][CH2:35][CH3:36])=[O:33]. (3) The reactants are [Cl:1][C:2]1[CH:7]=[C:6]([CH3:8])[CH:5]=[CH:4][C:3]=1[C:9]1[C:14]([CH:15]([CH2:20][CH2:21][CH3:22])[C:16]([O:18]C)=[O:17])=[C:13]([CH3:23])[N:12]=[C:11]([N:24]2[CH2:29][CH2:28][CH2:27][CH2:26][CH2:25]2)[N:10]=1.[OH-].[Na+]. The product is [Cl:1][C:2]1[CH:7]=[C:6]([CH3:8])[CH:5]=[CH:4][C:3]=1[C:9]1[C:14]([CH:15]([CH2:20][CH2:21][CH3:22])[C:16]([OH:18])=[O:17])=[C:13]([CH3:23])[N:12]=[C:11]([N:24]2[CH2:25][CH2:26][CH2:27][CH2:28][CH2:29]2)[N:10]=1. The yield is 0.440. The catalyst is CO. (4) The catalyst is O.CC#N.O.O1CCOCC1. The reactants are [Cl:1][C:2]1[CH:7]=[C:6]([N+:8]([O-:10])=[O:9])[C:5](F)=[CH:4][C:3]=1[Cl:12].[C:13]([O:17][CH2:18][CH3:19])(=[O:16])[CH2:14][OH:15].[F-].[K+].FC(F)(F)C(O)=O. The yield is 0.960. The product is [CH2:18]([O:17][C:13](=[O:16])[CH2:14][O:15][C:5]1[CH:4]=[C:3]([Cl:12])[C:2]([Cl:1])=[CH:7][C:6]=1[N+:8]([O-:10])=[O:9])[CH3:19]. (5) The reactants are [C:1]([CH2:4][CH2:5][C:6]([N+:17]([O-:19])=[O:18])([CH2:12][CH2:13][C:14]([OH:16])=[O:15])[CH2:7][CH2:8][C:9]([OH:11])=[O:10])([OH:3])=[O:2].FC(F)(F)C(O[C:25]1[C:30]([F:31])=[C:29]([F:32])[C:28]([F:33])=[C:27]([F:34])[C:26]=1[F:35])=O. The catalyst is C(Cl)Cl. The product is [N+:17]([C:6]([CH2:5][CH2:4][C:1](=[O:3])[O:2][C:25]1[C:26]([F:35])=[C:27]([F:34])[C:28]([F:33])=[C:29]([F:32])[C:30]=1[F:31])([CH2:12][CH2:13][C:14]([O:16][C:25]1[C:26]([F:35])=[C:27]([F:34])[C:28]([F:33])=[C:29]([F:32])[C:30]=1[F:31])=[O:15])[CH2:7][CH2:8][C:9]([O:11][C:25]1[C:26]([F:35])=[C:27]([F:34])[C:28]([F:33])=[C:29]([F:32])[C:30]=1[F:31])=[O:10])([O-:19])=[O:18]. The yield is 0.820. (6) The catalyst is CO.N1CCCCC1. The reactants are [C:1](OCC)(=[O:10])[CH:2]=[CH:3][CH2:4][C:5]([O:7][CH2:8][CH3:9])=[O:6].[OH:14][C:15]1[CH:22]=[C:21]([OH:23])[CH:20]=[CH:19][C:16]=1[CH:17]=O. The yield is 0.900. The product is [OH:23][C:21]1[CH:22]=[C:15]2[C:16]([CH:17]=[C:2](/[CH:3]=[CH:4]/[C:5]([O:7][CH2:8][CH3:9])=[O:6])[C:1](=[O:10])[O:14]2)=[CH:19][CH:20]=1. (7) The reactants are [CH3:1][O:2][C:3]([C:5]1([CH2:11][C:12]([OH:14])=O)[CH2:10][CH2:9][O:8][CH2:7][CH2:6]1)=[O:4].S(Cl)([Cl:17])=O. No catalyst specified. The product is [Cl:17][C:12](=[O:14])[CH2:11][C:5]1([C:3]([O:2][CH3:1])=[O:4])[CH2:10][CH2:9][O:8][CH2:7][CH2:6]1. The yield is 0.990.